From a dataset of Forward reaction prediction with 1.9M reactions from USPTO patents (1976-2016). Predict the product of the given reaction. (1) Given the reactants [F:1][C:2]1[CH:28]=[C:27]([N+:29]([O-])=O)[CH:26]=[CH:25][C:3]=1[O:4][C:5]1[CH:10]=[CH:9][N:8]=[C:7]2[N:11](C(OC(C)(C)C)=O)[CH:12]=[C:13]([C:14]#[C:15][CH2:16][OH:17])[C:6]=12, predict the reaction product. The product is: [NH2:29][C:27]1[CH:26]=[CH:25][C:3]([O:4][C:5]2[CH:10]=[CH:9][N:8]=[C:7]3[NH:11][CH:12]=[C:13]([CH2:14][CH2:15][CH2:16][OH:17])[C:6]=23)=[C:2]([F:1])[CH:28]=1. (2) The product is: [C:2]1([NH:1][C:35]([CH:32]2[CH2:33][CH2:34][N:29]([C:27]([C:10]3[N:11]=[C:12]4[C:17]([C:18]([F:21])([F:19])[F:20])=[CH:16][C:15]([C:22]5[CH:26]=[CH:25][O:24][CH:23]=5)=[CH:14][N:13]4[C:9]=3[Cl:8])=[O:28])[CH2:30][CH2:31]2)=[O:36])[CH:7]=[CH:6][CH:5]=[CH:4][CH:3]=1. Given the reactants [NH2:1][C:2]1[CH:7]=[CH:6][CH:5]=[CH:4][CH:3]=1.[Cl:8][C:9]1[N:13]2[CH:14]=[C:15]([C:22]3[CH:26]=[CH:25][O:24][CH:23]=3)[CH:16]=[C:17]([C:18]([F:21])([F:20])[F:19])[C:12]2=[N:11][C:10]=1[C:27]([N:29]1[CH2:34][CH2:33][CH:32]([C:35](O)=[O:36])[CH2:31][CH2:30]1)=[O:28].CN(C(ON1N=NC2C=CC=NC1=2)=[N+](C)C)C.F[P-](F)(F)(F)(F)F.CCN(C(C)C)C(C)C.C([O-])(O)=O.[Na+], predict the reaction product. (3) Given the reactants [OH:1][C@H:2]1[CH2:7][CH2:6][C@H:5]([N:8]2[C:13](=[O:14])[C:12]([CH2:15][C:16]3[CH:21]=[CH:20][C:19]([C:22]4[C:23]([C:28]#[N:29])=[CH:24][CH:25]=[CH:26][CH:27]=4)=[CH:18][CH:17]=3)=[C:11]([CH2:30][CH2:31][CH3:32])[N:10]3[N:33]=[C:34]([CH3:36])[N:35]=[C:9]23)[CH2:4][CH2:3]1.[CH2:37]([O:39][C:40](=[O:46])[C:41](=[N+]=[N-])[CH2:42][CH3:43])[CH3:38].O, predict the reaction product. The product is: [C:28]([C:23]1[CH:24]=[CH:25][CH:26]=[CH:27][C:22]=1[C:19]1[CH:20]=[CH:21][C:16]([CH2:15][C:12]2[C:13](=[O:14])[N:8]([C@H:5]3[CH2:6][CH2:7][C@H:2]([O:1][CH:41]([CH2:42][CH3:43])[C:40]([O:39][CH2:37][CH3:38])=[O:46])[CH2:3][CH2:4]3)[C:9]3[N:10]([N:33]=[C:34]([CH3:36])[N:35]=3)[C:11]=2[CH2:30][CH2:31][CH3:32])=[CH:17][CH:18]=1)#[N:29]. (4) Given the reactants [H-].[Na+].[N:3]1[N:4]=[CH:5][N:6]([NH:8][C:9]2[CH:16]=[CH:15][C:12]([C:13]#[N:14])=[CH:11][CH:10]=2)[CH:7]=1.[CH2:17]([O:24][C:25]1[C:30]([O:31][CH3:32])=[CH:29][C:28]([CH2:33]Cl)=[CH:27][C:26]=1[Cl:35])[C:18]1[CH:23]=[CH:22][CH:21]=[CH:20][CH:19]=1.C(OCC)(=O)C, predict the reaction product. The product is: [CH2:17]([O:24][C:25]1[C:30]([O:31][CH3:32])=[CH:29][C:28]([CH2:33][N:8]([N:6]2[CH:5]=[N:4][N:3]=[CH:7]2)[C:9]2[CH:10]=[CH:11][C:12]([C:13]#[N:14])=[CH:15][CH:16]=2)=[CH:27][C:26]=1[Cl:35])[C:18]1[CH:19]=[CH:20][CH:21]=[CH:22][CH:23]=1. (5) Given the reactants Br[C:2]1[C:3]2[C:8]([C:9]([C:16]3[CH:21]=[CH:20][CH:19]=[CH:18][CH:17]=3)=[C:10]3[C:15]=1[CH:14]=[CH:13][CH:12]=[CH:11]3)=[CH:7][CH:6]=[CH:5][CH:4]=2.[Li]CCCC.[I:27]I.S([O-])([O-])(=O)=S.[Na+].[Na+], predict the reaction product. The product is: [I:27][C:2]1[C:3]2[C:8]([C:9]([C:16]3[CH:21]=[CH:20][CH:19]=[CH:18][CH:17]=3)=[C:10]3[C:15]=1[CH:14]=[CH:13][CH:12]=[CH:11]3)=[CH:7][CH:6]=[CH:5][CH:4]=2.